Dataset: Full USPTO retrosynthesis dataset with 1.9M reactions from patents (1976-2016). Task: Predict the reactants needed to synthesize the given product. (1) Given the product [Cl:1][C:2]1[CH:7]=[CH:6][C:5]([C:8]2[C:13]([O:14][CH2:15][C:16]([F:17])([F:18])[F:19])=[CH:12][N:11]=[C:10]([C:20]([NH:33][CH2:32][C:30]3[N:31]=[C:27]([CH:24]4[CH2:26][CH2:25]4)[S:28][CH:29]=3)=[O:21])[CH:9]=2)=[CH:4][C:3]=1[CH3:23], predict the reactants needed to synthesize it. The reactants are: [Cl:1][C:2]1[CH:7]=[CH:6][C:5]([C:8]2[C:13]([O:14][CH2:15][C:16]([F:19])([F:18])[F:17])=[CH:12][N:11]=[C:10]([C:20](O)=[O:21])[CH:9]=2)=[CH:4][C:3]=1[CH3:23].[CH:24]1([C:27]2[S:28][CH:29]=[C:30]([CH2:32][NH2:33])[N:31]=2)[CH2:26][CH2:25]1. (2) Given the product [CH2:1]([O:3][C:4]([C:6]1[S:15][C:14]2[C:13]3[CH:16]=[CH:17][C:18]([O:20][CH2:31][C:32]4[CH:37]=[CH:36][CH:35]=[CH:34][CH:33]=4)=[CH:19][C:12]=3[O:11][C:10]3[CH:21]=[CH:22][CH:23]=[CH:24][C:9]=3[C:8]=2[CH:7]=1)=[O:5])[CH3:2], predict the reactants needed to synthesize it. The reactants are: [CH2:1]([O:3][C:4]([C:6]1[S:15][C:14]2[C:13]3[CH:16]=[CH:17][C:18]([OH:20])=[CH:19][C:12]=3[O:11][C:10]3[CH:21]=[CH:22][CH:23]=[CH:24][C:9]=3[C:8]=2[CH:7]=1)=[O:5])[CH3:2].C(=O)([O-])[O-].[K+].[K+].[CH2:31](Cl)[C:32]1[CH:37]=[CH:36][CH:35]=[CH:34][CH:33]=1.